This data is from Catalyst prediction with 721,799 reactions and 888 catalyst types from USPTO. The task is: Predict which catalyst facilitates the given reaction. (1) Reactant: [N-:1]=[N+:2]=[N-:3].[Na+].[CH3:5][O:6][C:7](=[O:17])[CH:8](Br)[C:9]1[CH:14]=[CH:13][CH:12]=[CH:11][C:10]=1[I:15]. Product: [CH3:5][O:6][C:7](=[O:17])[CH:8]([N:1]=[N+:2]=[N-:3])[C:9]1[CH:14]=[CH:13][CH:12]=[CH:11][C:10]=1[I:15]. The catalyst class is: 163. (2) Reactant: [OH:1][C:2]1[CH:7]=[CH:6][C:5]([CH2:8][C:9]([OH:11])=[O:10])=[CH:4][CH:3]=1.O.[C:13]1(C)C=CC(S(O)(=O)=O)=C[CH:14]=1. Product: [OH:1][C:2]1[CH:3]=[CH:4][C:5]([CH2:8][C:9]([O:11][CH2:13][CH3:14])=[O:10])=[CH:6][CH:7]=1. The catalyst class is: 8. (3) The catalyst class is: 50. Product: [N:27]1([CH:18]([CH2:19][CH2:20][CH2:21][CH2:22][CH2:23][CH2:24][CH2:25][CH3:26])[CH2:17][CH2:16][CH2:15][CH2:14][CH2:13][CH2:12][CH2:11][CH2:10][CH2:9][OH:8])[CH:31]=[CH:30][N:29]=[CH:28]1. Reactant: C([O:8][CH2:9][CH2:10][CH2:11][CH2:12][CH2:13][CH2:14][CH2:15][CH2:16][CH2:17][CH:18]([N:27]1[CH:31]=[CH:30][N:29]=[CH:28]1)[CH2:19][CH2:20][CH2:21][CH2:22][CH2:23][CH2:24][CH2:25][CH3:26])C1C=CC=CC=1.[H][H].